Task: Predict which catalyst facilitates the given reaction.. Dataset: Catalyst prediction with 721,799 reactions and 888 catalyst types from USPTO (1) Reactant: [CH:1]1[N:6]=[C:5]2[N:7]([CH2:10][CH2:11][O:12][CH2:13][P:14]([OH:17])([OH:16])=[O:15])[CH:8]=[N:9][C:4]2=[C:3]([NH2:18])[N:2]=1.[CH2:19]([O:35][CH2:36][CH2:37][CH2:38]O)[CH2:20][CH2:21][CH2:22][CH2:23][CH2:24][CH2:25][CH2:26][CH2:27][CH2:28][CH2:29][CH2:30][CH2:31][CH2:32][CH2:33][CH3:34].C1CCC(N=C=NC2CCCCC2)CC1. Product: [CH3:34][CH2:33][CH2:32][CH2:31][CH2:30][CH2:29][CH2:28][CH2:27][CH2:26][CH2:25][CH2:24][CH2:23][CH2:22][CH2:21][CH2:20][CH2:19][O:35][CH2:36][CH2:37][CH2:38][O:15][P:14]([OH:17])([CH2:13][O:12][CH2:11][CH2:10][N:7]1[C:5]2[N:6]=[CH:1][N:2]=[C:3]([NH2:18])[C:4]=2[N:9]=[CH:8]1)=[O:16]. The catalyst class is: 17. (2) Reactant: [CH2:1]([O:8][C:9]1[CH:10]=[C:11]2[C:15](=[CH:16][CH:17]=1)[NH:14][CH:13]=[CH:12]2)[C:2]1[CH:7]=[CH:6][CH:5]=[CH:4][CH:3]=1.[H-].[Na+].[CH2:20]([C:25]1C=C(C)C=C[C:26]=1S([O-])(=O)=O)[CH2:21][CH2:22]CC.O. Product: [CH2:1]([O:8][C:9]1[CH:10]=[C:11]2[C:15](=[CH:16][CH:17]=1)[N:14]([CH:21]([CH2:20][CH2:25][CH3:26])[CH3:22])[CH:13]=[CH:12]2)[C:2]1[CH:3]=[CH:4][CH:5]=[CH:6][CH:7]=1. The catalyst class is: 3.